Dataset: Catalyst prediction with 721,799 reactions and 888 catalyst types from USPTO. Task: Predict which catalyst facilitates the given reaction. (1) Reactant: [Cl:1][C:2]1[C:11]2[C:6](=[CH:7][CH:8]=[CH:9][CH:10]=2)[C:5]([C:12]2[C:21]3[C:16](=[CH:17][CH:18]=[C:19]([O:22][CH3:23])[CH:20]=3)[CH:15]=[CH:14][C:13]=2[OH:24])=[N:4][N:3]=1.N1C=CC=CC=1.[F:31][C:32]([F:45])([F:44])[S:33](O[S:33]([C:32]([F:45])([F:44])[F:31])(=[O:35])=[O:34])(=[O:35])=[O:34]. Product: [Cl:1][C:2]1[C:11]2[C:6](=[CH:7][CH:8]=[CH:9][CH:10]=2)[C:5]([C:12]2[C:21]3[C:16](=[CH:17][CH:18]=[C:19]([O:22][CH3:23])[CH:20]=3)[CH:15]=[CH:14][C:13]=2[O:24][S:33]([C:32]([F:45])([F:44])[F:31])(=[O:35])=[O:34])=[N:4][N:3]=1. The catalyst class is: 4. (2) Reactant: C(N(CC)CC)C.[CH3:8][C@H:9]1[NH:13][CH2:12][C@@H:11]([CH2:14][N:15]2[C:23]3[C:18](=[CH:19][C:20]([C:24]4[CH:25]=[N:26][N:27]([CH:29]5[CH2:34][CH2:33][CH2:32][CH2:31][O:30]5)[CH:28]=4)=[CH:21][CH:22]=3)[CH:17]=[N:16]2)[CH2:10]1.[C:35](Cl)(=[O:44])[CH2:36][CH2:37][C:38]1[CH:43]=[CH:42][CH:41]=[CH:40][CH:39]=1.C(=O)(O)[O-].[Na+]. Product: [CH3:8][C@H:9]1[CH2:10][C@@H:11]([CH2:14][N:15]2[C:23]3[C:18](=[CH:19][C:20]([C:24]4[CH:25]=[N:26][N:27]([CH:29]5[CH2:34][CH2:33][CH2:32][CH2:31][O:30]5)[CH:28]=4)=[CH:21][CH:22]=3)[CH:17]=[N:16]2)[CH2:12][N:13]1[C:35](=[O:44])[CH2:36][CH2:37][C:38]1[CH:43]=[CH:42][CH:41]=[CH:40][CH:39]=1. The catalyst class is: 96. (3) Reactant: [CH2:1]([O:8][C:9]1[CH:14]=[CH:13][C:12](C(=O)C)=[C:11]([O:18][CH2:19][C@H:20]2[CH2:22][O:21]2)[CH:10]=1)[C:2]1[CH:7]=[CH:6][CH:5]=[CH:4][CH:3]=1.ClC1C=CC=[C:26]([C:30]([O:32]O)=[O:31])C=1.C([O-])(O)=O.[Na+]. Product: [CH2:1]([O:8][C:9]1[CH:14]=[CH:13][C:12]([O:32][C:30](=[O:31])[CH3:26])=[C:11]([O:18][CH2:19][C@H:20]2[CH2:22][O:21]2)[CH:10]=1)[C:2]1[CH:3]=[CH:4][CH:5]=[CH:6][CH:7]=1. The catalyst class is: 2.